Task: Predict the reaction yield, written as a fraction of the theoretical maximum amount of product (1.0 means a 100% yield; for example, 0.34 means a 34% yield).. Dataset: Reaction yield outcomes from USPTO patents with 853,638 reactions (1) The reactants are [CH:1]1([C:4]2[CH:5]=[C:6]([N:13]3[C:17](=[O:18])[N:16]([CH3:19])[N:15]=[N:14]3)[CH:7]=[C:8]([N+:10]([O-])=O)[CH:9]=2)[CH2:3][CH2:2]1.O.O.Cl[Sn]Cl.Cl. The catalyst is CCO. The product is [NH2:10][C:8]1[CH:9]=[C:4]([CH:1]2[CH2:2][CH2:3]2)[CH:5]=[C:6]([N:13]2[C:17](=[O:18])[N:16]([CH3:19])[N:15]=[N:14]2)[CH:7]=1. The yield is 1.00. (2) The reactants are [N+:1]([C:4]1[CH:9]=[CH:8][C:7]([C:10]2[N:19]=[C:18]([C:20](O)=[O:21])[C:17]3[C:12](=[CH:13][CH:14]=[CH:15][CH:16]=3)[N:11]=2)=[CH:6][CH:5]=1)([O-:3])=[O:2].Cl.[OH:24][C:25]1[C:34]([O:35][CH3:36])=[CH:33][CH:32]=[C:31]2[C:26]=1[CH2:27][CH2:28][NH:29][CH2:30]2. No catalyst specified. The product is [N+:1]([C:4]1[CH:5]=[CH:6][C:7]([C:10]2[N:19]=[C:18]([C:20]([N:29]3[CH2:28][CH2:27][C:26]4[C:31](=[CH:32][CH:33]=[C:34]([O:35][CH3:36])[C:25]=4[OH:24])[CH2:30]3)=[O:21])[C:17]3[C:12](=[CH:13][CH:14]=[CH:15][CH:16]=3)[N:11]=2)=[CH:8][CH:9]=1)([O-:3])=[O:2]. The yield is 0.995.